Dataset: Full USPTO retrosynthesis dataset with 1.9M reactions from patents (1976-2016). Task: Predict the reactants needed to synthesize the given product. (1) Given the product [S:30]([O:1][CH2:2][C@H:3]1[O:8][CH2:7][CH2:6][N:5]([C:9]([O:11][C:12]([CH3:15])([CH3:14])[CH3:13])=[O:10])[CH2:4]1)([C:27]1[CH:28]=[CH:29][C:24]([CH3:23])=[CH:25][CH:26]=1)(=[O:32])=[O:31], predict the reactants needed to synthesize it. The reactants are: [OH:1][CH2:2][C@H:3]1[O:8][CH2:7][CH2:6][N:5]([C:9]([O:11][C:12]([CH3:15])([CH3:14])[CH3:13])=[O:10])[CH2:4]1.C(N(CC)CC)C.[CH3:23][C:24]1[CH:29]=[CH:28][C:27]([S:30](Cl)(=[O:32])=[O:31])=[CH:26][CH:25]=1. (2) Given the product [C:33]([O-:34])(=[O:32])[CH2:35][CH2:36][C:1]([O-:3])=[O:4].[NH4+:43].[NH4+:53], predict the reactants needed to synthesize it. The reactants are: [C:1](=[O:4])([O-:3])[O-].[Mg+2].P(O)(O)([O-])=O.[K+].P(O)([O-])([O-])=O.[K+].[K+].O.O.O.O.O.O.O.S([O-])([O-])(=O)=O.[Mg+2].[OH:32][C:33]([CH2:35][CH2:36]CC[C@H]1[C@@H]2[C@@H]([NH:43]C(N2)=O)CS1)=[O:34].CC1[N+:53](CC2C=NC(C)=NC=2N)=CSC=1CCO.[Cl-]. (3) Given the product [F:29][C:30]1[CH:57]=[CH:56][CH:55]=[C:54]([F:58])[C:31]=1[CH2:32][O:33][C:34]1[C:35]2[N:36]([C:40]([C:44]([NH:46][C@@H:47]([CH2:50][CH2:51][CH2:52][CH:53]=[O:3])[CH3:48])=[O:45])=[C:41]([CH3:43])[N:42]=2)[CH:37]=[CH:38][CH:39]=1, predict the reactants needed to synthesize it. The reactants are: CC(OI1(OC(C)=O)(OC(C)=O)OC(=O)C2C1=CC=CC=2)=[O:3].N1C=CC=CC=1.[F:29][C:30]1[CH:57]=[CH:56][CH:55]=[C:54]([F:58])[C:31]=1[CH2:32][O:33][C:34]1[C:35]2[N:36]([C:40]([C:44]([NH:46][C@H:47]([CH2:50][CH2:51][CH2:52][CH3:53])[CH2:48]O)=[O:45])=[C:41]([CH3:43])[N:42]=2)[CH:37]=[CH:38][CH:39]=1.[OH-].[Na+]. (4) Given the product [Cl:21][C:22]1[CH:23]=[C:24]([NH:25][C:12]([C:8]2[CH:9]=[C:10]3[C:5](=[CH:6][CH:7]=2)[N:4]2[C:15]([CH2:18][CH2:19][CH3:20])=[N:16][N:17]=[C:3]2[C:2](=[O:1])[NH:11]3)=[O:14])[CH:26]=[CH:27][CH:28]=1, predict the reactants needed to synthesize it. The reactants are: [O:1]=[C:2]1[NH:11][C:10]2[C:5](=[CH:6][CH:7]=[C:8]([C:12]([OH:14])=O)[CH:9]=2)[N:4]2[C:15]([CH2:18][CH2:19][CH3:20])=[N:16][N:17]=[C:3]12.[Cl:21][C:22]1[CH:23]=[C:24]([CH:26]=[CH:27][CH:28]=1)[NH2:25].ON1C2C=CC=CC=2N=N1.N=C=N.C(=O)([O-])[O-].[N-]=C=O.